Dataset: Catalyst prediction with 721,799 reactions and 888 catalyst types from USPTO. Task: Predict which catalyst facilitates the given reaction. (1) Reactant: CC(C)([O-])C.[K+].Cl.[F:8][C:9]1[CH:18]=[C:17]2[C:12]([CH2:13][CH2:14][NH:15][CH2:16]2)=[CH:11][CH:10]=1.Br[C:20]1[CH:25]=[C:24]([C:26]([F:29])([F:28])[F:27])[C:23]([NH:30][C:31](=[O:37])[CH2:32][C:33]([CH3:36])([CH3:35])[CH3:34])=[C:22]([Cl:38])[CH:21]=1. Product: [Cl:38][C:22]1[CH:21]=[C:20]([N:15]2[CH2:14][CH2:13][C:12]3[C:17](=[CH:18][C:9]([F:8])=[CH:10][CH:11]=3)[CH2:16]2)[CH:25]=[C:24]([C:26]([F:29])([F:28])[F:27])[C:23]=1[NH:30][C:31](=[O:37])[CH2:32][C:33]([CH3:35])([CH3:34])[CH3:36]. The catalyst class is: 11. (2) Reactant: [CH3:1][O:2][CH:3]([O:14][CH3:15])[C:4]1[CH:9]=[CH:8][C:7]([CH:10]=O)=[CH:6][C:5]=1[O:12][CH3:13].[C:16](O[K])([CH3:19])([CH3:18])[CH3:17]. Product: [CH3:1][O:2][CH:3]([O:14][CH3:15])[C:4]1[CH:9]=[CH:8][C:7](/[CH:10]=[CH:17]/[C:16]2[CH:19]=[CH:9][C:4]([C:3]([O:2][CH3:1])=[O:14])=[CH:5][CH:18]=2)=[CH:6][C:5]=1[O:12][CH3:13]. The catalyst class is: 1. (3) Reactant: [C:1]([O:5][C:6]([NH:8][CH:9]([CH2:13][CH2:14][C:15]1[CH:20]=[CH:19][CH:18]=[CH:17][C:16]=1[Cl:21])[C:10]([OH:12])=O)=[O:7])([CH3:4])([CH3:3])[CH3:2].C(Cl)CCl.C1C=CC2N(O)N=NC=2C=1.[CH3:36][CH:37]1[CH2:42][CH2:41][NH:40][CH2:39][CH2:38]1. Product: [C:1]([O:5][C:6](=[O:7])[NH:8][CH:9]([C:10]([N:40]1[CH2:41][CH2:42][CH:37]([CH3:36])[CH2:38][CH2:39]1)=[O:12])[CH2:13][CH2:14][C:15]1[CH:20]=[CH:19][CH:18]=[CH:17][C:16]=1[Cl:21])([CH3:2])([CH3:3])[CH3:4]. The catalyst class is: 2. (4) Product: [NH:25]([C:41]([O:43][C:44]([CH3:46])([CH3:45])[CH3:47])=[O:42])[C@H:26]([C:31]([OH:33])=[O:32])[CH2:27][CH:28]([CH3:30])[CH3:29].[CH:4]1[N:12]([C@@H:13]2[O:17][C@H:16]([CH2:18][OH:19])[C@@H:15]([OH:20])[C@H:14]2[OH:21])[C:11]2[C:6](=[C:7]([NH2:22])[N:8]=[CH:9][N:10]=2)[C:5]=1[C:23]#[N:24]. Reactant: C(Cl)Cl.[CH:4]1[N:12]([C@@H:13]2[O:17][C@H:16]([CH2:18][OH:19])[C@@H:15]([OH:20])[C@H:14]2[OH:21])[C:11]2[C:6](=[C:7]([NH2:22])[N:8]=[CH:9][N:10]=2)[C:5]=1[C:23]#[N:24].[NH:25]([C:41]([O:43][C:44]([CH3:47])([CH3:46])[CH3:45])=[O:42])[C@H:26]([C:31]([O:33]N1C(=O)CCC1=O)=[O:32])[CH2:27][CH:28]([CH3:30])[CH3:29]. The catalyst class is: 239. (5) Reactant: [Cl:1][C:2]1[C:3]([CH:8]=[O:9])=[N:4][N:5]([CH3:7])[CH:6]=1.[BH4-].[Na+]. Product: [Cl:1][C:2]1[C:3]([CH2:8][OH:9])=[N:4][N:5]([CH3:7])[CH:6]=1. The catalyst class is: 5. (6) Reactant: [CH3:1][C:2]1[CH:7]=[CH:6][CH:5]=[C:4]([CH3:8])[C:3]=1[C:9]1[N:35]=[C:12]2[CH:13]=[CH:14][C:15]([CH2:17][O:18][C:19]3[CH:24]=[CH:23][C:22]([C@@H:25]([C:32]#[C:33][CH3:34])[CH2:26][C:27]([O:29]CC)=[O:28])=[CH:21][CH:20]=3)=[CH:16][N:11]2[N:10]=1.[OH-].[Na+]. Product: [CH3:1][C:2]1[CH:7]=[CH:6][CH:5]=[C:4]([CH3:8])[C:3]=1[C:9]1[N:35]=[C:12]2[CH:13]=[CH:14][C:15]([CH2:17][O:18][C:19]3[CH:20]=[CH:21][C:22]([C@@H:25]([C:32]#[C:33][CH3:34])[CH2:26][C:27]([OH:29])=[O:28])=[CH:23][CH:24]=3)=[CH:16][N:11]2[N:10]=1. The catalyst class is: 14. (7) Reactant: [NH2:1][C:2]1[CH:10]=[CH:9][C:5]2[N:6]=[CH:7][NH:8][C:4]=2[CH:3]=1.[CH2:11]([CH:18]1[CH2:23][CH2:22][N:21]([C:24](=[O:28])[C:25](O)=[O:26])[CH2:20][CH2:19]1)[C:12]1[CH:17]=[CH:16][CH:15]=[CH:14][CH:13]=1. Product: [CH2:11]([CH:18]1[CH2:19][CH2:20][N:21]([C:24](=[O:28])[C:25]([NH:1][C:2]2[CH:10]=[CH:9][C:5]3[NH:6][CH:7]=[N:8][C:4]=3[CH:3]=2)=[O:26])[CH2:22][CH2:23]1)[C:12]1[CH:13]=[CH:14][CH:15]=[CH:16][CH:17]=1. The catalyst class is: 27. (8) Reactant: [C:1]([O:4][CH2:5]/[C:6](/[C:17]1[CH:22]=[CH:21][C:20]([S:23]([CH3:26])(=[O:25])=[O:24])=[CH:19][CH:18]=1)=[C:7](/[C:11]1[CH:16]=[CH:15][CH:14]=[CH:13][CH:12]=1)\[C:8]([OH:10])=[O:9])(=[O:3])[CH3:2].[N+:27]([O:30][CH:31]([CH2:35][O:36][N+:37]([O-:39])=[O:38])[CH2:32][CH2:33]O)([O-:29])=[O:28].CCN=C=NCCCN(C)C. Product: [C:1]([O:4][CH2:5]/[C:6](/[C:17]1[CH:22]=[CH:21][C:20]([S:23]([CH3:26])(=[O:25])=[O:24])=[CH:19][CH:18]=1)=[C:7](/[C:11]1[CH:16]=[CH:15][CH:14]=[CH:13][CH:12]=1)\[C:8]([O:10][CH2:33][CH2:32][CH:31]([O:30][N+:27]([O-:29])=[O:28])[CH2:35][O:36][N+:37]([O-:39])=[O:38])=[O:9])(=[O:3])[CH3:2]. The catalyst class is: 64. (9) Reactant: [NH:1]([C:3]1[CH:8]=[CH:7][N:6]=[C:5]([C:9]([F:12])([F:11])[F:10])[N:4]=1)[NH2:2].C[N:14](C)/[CH:15]=[CH:16]/[C:17]#N. Product: [F:10][C:9]([F:12])([F:11])[C:5]1[N:4]=[C:3]([N:1]2[C:15]([NH2:14])=[CH:16][CH:17]=[N:2]2)[CH:8]=[CH:7][N:6]=1. The catalyst class is: 2.